Dataset: Reaction yield outcomes from USPTO patents with 853,638 reactions. Task: Predict the reaction yield, written as a fraction of the theoretical maximum amount of product (1.0 means a 100% yield; for example, 0.34 means a 34% yield). The reactants are [CH:1]1([N:7]2[C:12](=[O:13])[CH2:11][C:10](=[O:14])[N:9]([CH2:15][C:16]3[CH:21]=[CH:20][C:19]([C:22]([CH3:25])([CH3:24])[CH3:23])=[CH:18][CH:17]=3)[C:8]2=[O:26])[CH2:6][CH2:5][CH2:4][CH2:3][CH2:2]1.C(N(C(C)C)CC)(C)C.[N:36]([CH2:39][C:40]([O:42]CC)=[O:41])=[C:37]=[O:38]. The catalyst is C(Cl)(Cl)Cl. The product is [CH:1]1([N:7]2[C:12]([OH:13])=[C:11]([C:37]([NH:36][CH2:39][C:40]([OH:42])=[O:41])=[O:38])[C:10](=[O:14])[N:9]([CH2:15][C:16]3[CH:17]=[CH:18][C:19]([C:22]([CH3:23])([CH3:25])[CH3:24])=[CH:20][CH:21]=3)[C:8]2=[O:26])[CH2:2][CH2:3][CH2:4][CH2:5][CH2:6]1. The yield is 0.820.